This data is from Forward reaction prediction with 1.9M reactions from USPTO patents (1976-2016). The task is: Predict the product of the given reaction. (1) Given the reactants [CH3:1][CH2:2][N:3]([CH:7]([CH3:9])[CH3:8])[CH:4]([CH3:6])C.CN1CCN(C2C=[CH:21][C:20]([C:23]3[CH:38]=[N:37][C:26]4[NH:27][C:28]5[CH:33]=[N:32][C:31]([C:34]([OH:36])=O)=[CH:30][C:29]=5[C:25]=4[CH:24]=3)=[CH:19]C=2)CC1.C1C[N:42]([P+](ON2N=NC3C=CC=CC2=3)(N2CCCC2)N2CCCC2)[CH2:41]C1.F[P-](F)(F)(F)(F)F.C1C=CC2N(O)N=NC=2C=1.[CH2:82]([CH2:84][NH2:85])[OH:83].S(=O)(=O)(O)O, predict the reaction product. The product is: [OH:83][CH2:82][CH2:84][NH:85][C:34]([C:31]1[N:32]=[CH:33][C:28]2[NH:27][C:26]3[N:37]=[CH:38][C:23]([C:20]4[CH:19]=[CH:9][C:7]([N:3]5[CH2:2][CH2:1][N:42]([CH3:41])[CH2:6][CH2:4]5)=[CH:8][CH:21]=4)=[CH:24][C:25]=3[C:29]=2[CH:30]=1)=[O:36]. (2) Given the reactants [Br:1][C:2]1[NH:13][C:5]2[C:6](=[O:12])[NH:7][CH2:8][CH2:9][C:10](=O)[C:4]=2[C:3]=1[Br:14].[NH:15]([C:17]1[CH:25]=[CH:24][CH:23]=[CH:22][C:18]=1[C:19]([OH:21])=[O:20])[NH2:16].Cl, predict the reaction product. The product is: [Br:1][C:2]1[NH:13][C:5]2[C:6](=[O:12])[NH:7][CH2:8][CH2:9][C:10](=[N:16][NH:15][C:17]3[CH:25]=[CH:24][CH:23]=[CH:22][C:18]=3[C:19]([OH:21])=[O:20])[C:4]=2[C:3]=1[Br:14]. (3) Given the reactants [CH2:1]([NH2:8])[C:2]1[CH:7]=[CH:6][CH:5]=[CH:4][CH:3]=1.Cl[S:10]([CH2:13][C:14]1[CH:29]=[CH:28][C:17]([CH2:18][C:19]2[CH:24]=[CH:23][C:22]([N+:25]([O-:27])=[O:26])=[CH:21][CH:20]=2)=[CH:16][CH:15]=1)(=[O:12])=[O:11].C(=O)([O-])[O-].[K+].[K+], predict the reaction product. The product is: [CH2:1]([NH:8][S:10]([CH2:13][C:14]1[CH:29]=[CH:28][C:17]([CH2:18][C:19]2[CH:24]=[CH:23][C:22]([N+:25]([O-:27])=[O:26])=[CH:21][CH:20]=2)=[CH:16][CH:15]=1)(=[O:11])=[O:12])[C:2]1[CH:7]=[CH:6][CH:5]=[CH:4][CH:3]=1. (4) Given the reactants [NH:1]1[CH2:4][CH:3]([C:5]2[N:16]([C@H:17]3[CH2:22][CH2:21][C@H:20]([CH2:23][C:24]#[N:25])[CH2:19][CH2:18]3)[C:8]3=[C:9]4[S:15][CH:14]=[CH:13][C:10]4=[N:11][CH:12]=[C:7]3[N:6]=2)[CH2:2]1.O1CCC[CH2:27]1.C=O.C(O[BH-](OC(=O)C)OC(=O)C)(=O)C.[Na+], predict the reaction product. The product is: [CH3:27][N:1]1[CH2:4][CH:3]([C:5]2[N:16]([C@H:17]3[CH2:18][CH2:19][C@H:20]([CH2:23][C:24]#[N:25])[CH2:21][CH2:22]3)[C:8]3=[C:9]4[S:15][CH:14]=[CH:13][C:10]4=[N:11][CH:12]=[C:7]3[N:6]=2)[CH2:2]1. (5) Given the reactants [CH2:1]([O:4][C:5]1[N:10]=[C:9](O)[C:8]([F:12])=[CH:7][N:6]=1)[CH:2]=[CH2:3].CN(C)C1C=CC=CC=1.P(Cl)(Cl)([Cl:24])=O.C(#N)C, predict the reaction product. The product is: [CH2:1]([O:4][C:5]1[N:10]=[C:9]([Cl:24])[C:8]([F:12])=[CH:7][N:6]=1)[CH:2]=[CH2:3]. (6) Given the reactants Cl[C:2]1[CH:7]=[C:6]([C:8]([F:11])([F:10])[F:9])[CH:5]=[C:4]([Cl:12])[N:3]=1.CCN(C(C)C)C(C)C.[CH3:22][N:23]1[CH2:28][CH2:27][NH:26][CH2:25][CH2:24]1, predict the reaction product. The product is: [Cl:12][C:4]1[N:3]=[C:2]([N:26]2[CH2:27][CH2:28][N:23]([CH3:22])[CH2:24][CH2:25]2)[CH:7]=[C:6]([C:8]([F:11])([F:10])[F:9])[CH:5]=1.